This data is from Catalyst prediction with 721,799 reactions and 888 catalyst types from USPTO. The task is: Predict which catalyst facilitates the given reaction. Reactant: [F-].C([N+](CCCC)(CCCC)CCCC)CCC.[CH2:19]([NH:26][CH2:27][C@@H:28]([C:37]1[CH:48]=[CH:47][C:40]2[O:41][C:42]([CH3:46])([CH3:45])[O:43][CH2:44][C:39]=2[CH:38]=1)[O:29][Si](CC)(CC)CC)[C:20]1[CH:25]=[CH:24][CH:23]=[CH:22][CH:21]=1.O. Product: [CH2:19]([NH:26][CH2:27][C@@H:28]([C:37]1[CH:48]=[CH:47][C:40]2[O:41][C:42]([CH3:45])([CH3:46])[O:43][CH2:44][C:39]=2[CH:38]=1)[OH:29])[C:20]1[CH:21]=[CH:22][CH:23]=[CH:24][CH:25]=1. The catalyst class is: 165.